From a dataset of Full USPTO retrosynthesis dataset with 1.9M reactions from patents (1976-2016). Predict the reactants needed to synthesize the given product. (1) The reactants are: [CH3:1][N:2]1[C:6]([C:7]#[C:8][C:9]2[CH:14]=[CH:13][C:12]([C:15]([F:18])([F:17])[F:16])=[CH:11][CH:10]=2)=[CH:5][CH:4]=[N:3]1. Given the product [CH3:1][N:2]1[C:6]([CH2:7][CH2:8][C:9]2[CH:14]=[CH:13][C:12]([C:15]([F:16])([F:18])[F:17])=[CH:11][CH:10]=2)=[CH:5][CH:4]=[N:3]1, predict the reactants needed to synthesize it. (2) Given the product [CH2:14]([O:16][C:17]1[C:26]2[C:21](=[CH:22][CH:23]=[C:24]([CH:27]=[C:10]3[S:9][C:8]([NH:7][CH2:6][C:2]4[S:1][CH:5]=[CH:4][CH:3]=4)=[N:12][C:11]3=[O:13])[CH:25]=2)[N:20]=[C:19]([NH:29][CH3:30])[N:18]=1)[CH3:15], predict the reactants needed to synthesize it. The reactants are: [S:1]1[CH:5]=[CH:4][CH:3]=[C:2]1[CH2:6][NH:7][C:8]1[S:9][CH2:10][C:11](=[O:13])[N:12]=1.[CH2:14]([O:16][C:17]1[C:26]2[C:21](=[CH:22][CH:23]=[C:24]([CH:27]=O)[CH:25]=2)[N:20]=[C:19]([NH:29][CH3:30])[N:18]=1)[CH3:15].C(O)(=O)C1C=CC=CC=1.N1CCCCC1. (3) Given the product [Cl:11][C:12]1[CH:17]=[CH:16][CH:15]=[CH:14][C:13]=1[C:18](=[O:20])[CH2:19][C:3]([O:7][CH2:8][CH3:9])=[O:10], predict the reactants needed to synthesize it. The reactants are: [H-].[Na+].[C:3](=[O:10])([O:7][CH2:8][CH3:9])OCC.[Cl:11][C:12]1[CH:17]=[CH:16][CH:15]=[CH:14][C:13]=1[C:18](=[O:20])[CH3:19].C(O)C. (4) Given the product [CH3:20][O:19][C:17]([C:13]1[S:14][CH:15]=[CH:16][C:12]=1[NH:11][C:6]1[C:5]2[CH:1]=[CH:2][NH:3][C:4]=2[N:9]=[CH:8][N:7]=1)=[O:18], predict the reactants needed to synthesize it. The reactants are: [CH:1]1[C:5]2[C:6](Cl)=[N:7][CH:8]=[N:9][C:4]=2[NH:3][CH:2]=1.[NH2:11][C:12]1[CH:16]=[CH:15][S:14][C:13]=1[C:17]([O:19][CH3:20])=[O:18].Cl. (5) Given the product [C:1]1([CH2:11][N:12]2[CH2:17][CH2:16][CH:15]([CH2:18][NH:19][C:20]3[NH:24][C:23]4[CH:25]=[CH:26][C:27]([C:29]#[N:32])=[CH:28][C:22]=4[N:21]=3)[CH2:14][CH2:13]2)[C:10]2[C:5](=[CH:6][CH:7]=[CH:8][CH:9]=2)[CH:4]=[CH:3][CH:2]=1, predict the reactants needed to synthesize it. The reactants are: [C:1]1([CH2:11][N:12]2[CH2:17][CH2:16][CH:15]([CH2:18][NH:19][C:20]3[NH:24][C:23]4[CH:25]=[CH:26][C:27]([CH:29]=O)=[CH:28][C:22]=4[N:21]=3)[CH2:14][CH2:13]2)[C:10]2[C:5](=[CH:6][CH:7]=[CH:8][CH:9]=2)[CH:4]=[CH:3][CH:2]=1.Cl.[NH2:32]O.Cl.O1CCOCC1.